This data is from Peptide-MHC class I binding affinity with 185,985 pairs from IEDB/IMGT. The task is: Regression. Given a peptide amino acid sequence and an MHC pseudo amino acid sequence, predict their binding affinity value. This is MHC class I binding data. (1) The peptide sequence is TTSDFFVNY. The MHC is HLA-A30:01 with pseudo-sequence HLA-A30:01. The binding affinity (normalized) is 0.0847. (2) The peptide sequence is LPDGQVIWV. The MHC is HLA-B53:01 with pseudo-sequence HLA-B53:01. The binding affinity (normalized) is 0.306. (3) The peptide sequence is EAEKQLQQY. The MHC is HLA-B27:03 with pseudo-sequence HLA-B27:03. The binding affinity (normalized) is 0.0847. (4) The peptide sequence is GMFSWNLAY. The MHC is BoLA-D18.4 with pseudo-sequence BoLA-D18.4. The binding affinity (normalized) is 0.544. (5) The peptide sequence is HPKKVKQAF. The MHC is HLA-A66:01 with pseudo-sequence HLA-A66:01. The binding affinity (normalized) is 0.213. (6) The peptide sequence is VLTLLLLLV. The MHC is HLA-B44:02 with pseudo-sequence HLA-B44:02. The binding affinity (normalized) is 0.326. (7) The peptide sequence is MRYFIGQPL. The MHC is HLA-C14:02 with pseudo-sequence HLA-C14:02. The binding affinity (normalized) is 0.750. (8) The peptide sequence is KYEALIKLL. The MHC is HLA-A29:02 with pseudo-sequence HLA-A29:02. The binding affinity (normalized) is 0.149. (9) The peptide sequence is RLPKDFVDL. The MHC is HLA-B45:06 with pseudo-sequence HLA-B45:06. The binding affinity (normalized) is 0.213. (10) The binding affinity (normalized) is 0.0847. The MHC is HLA-A26:02 with pseudo-sequence HLA-A26:02. The peptide sequence is KLVGIELPK.